Dataset: Forward reaction prediction with 1.9M reactions from USPTO patents (1976-2016). Task: Predict the product of the given reaction. (1) The product is: [NH2:1][C:2]1[C:10]([Cl:11])=[C:9]([CH:12]=[O:13])[C:8]([C:14]([F:17])([F:16])[F:15])=[CH:7][C:3]=1[C:4]([NH:36][CH2:35][C:34]1[CH:37]=[C:30]([Cl:29])[CH:31]=[CH:32][C:33]=1[S:38]([CH2:41][CH3:42])(=[O:40])=[O:39])=[O:6]. Given the reactants [NH2:1][C:2]1[C:10]([Cl:11])=[C:9]([CH:12]=[O:13])[C:8]([C:14]([F:17])([F:16])[F:15])=[CH:7][C:3]=1[C:4]([OH:6])=O.C1C=CC2N(O)N=NC=2C=1.Cl.[Cl:29][C:30]1[CH:31]=[CH:32][C:33]([S:38]([CH2:41][CH3:42])(=[O:40])=[O:39])=[C:34]([CH:37]=1)[CH2:35][NH2:36].CCN(C(C)C)C(C)C.Cl.[OH-].[Na+], predict the reaction product. (2) Given the reactants O1CCNC1=O.[NH2:7][CH2:8][C@@H:9]1[O:13][C:12](=[O:14])[N:11]([C:15]2[CH:20]=[C:19]([CH3:21])[C:18]([N:22]3[CH:27]=[CH:26][CH:25]=[C:24]([CH2:28][CH2:29][O:30][Si:31]([C:44]([CH3:47])([CH3:46])[CH3:45])([C:38]4[CH:43]=[CH:42][CH:41]=[CH:40][CH:39]=4)[C:32]4[CH:37]=[CH:36][CH:35]=[CH:34][CH:33]=4)[C:23]3=[O:48])=[C:17]([CH3:49])[CH:16]=2)[CH2:10]1.[Cl:50][C:51]1[S:55][C:54]([C:56](Cl)=[O:57])=[CH:53][CH:52]=1, predict the reaction product. The product is: [C:44]([Si:31]([C:38]1[CH:39]=[CH:40][CH:41]=[CH:42][CH:43]=1)([C:32]1[CH:33]=[CH:34][CH:35]=[CH:36][CH:37]=1)[O:30][CH2:29][CH2:28][C:24]1[C:23](=[O:48])[N:22]([C:18]2[C:17]([CH3:49])=[CH:16][C:15]([N:11]3[CH2:10][C@H:9]([CH2:8][NH:7][C:56]([C:54]4[S:55][C:51]([Cl:50])=[CH:52][CH:53]=4)=[O:57])[O:13][C:12]3=[O:14])=[CH:20][C:19]=2[CH3:21])[CH:27]=[CH:26][CH:25]=1)([CH3:45])([CH3:46])[CH3:47]. (3) Given the reactants C(=O)([O-])[O-].[K+].[K+].I[C:8]1[CH:16]=[C:15]2[C:11]([CH2:12][C:13](=[O:17])[NH:14]2)=[CH:10][CH:9]=1.[SH:18][C:19]1[CH:27]=[CH:26][CH:25]=[CH:24][C:20]=1[C:21]([OH:23])=[O:22].C(O)CO.Cl, predict the reaction product. The product is: [O:17]=[C:13]1[CH2:12][C:11]2[C:15](=[CH:16][C:8]([S:18][C:19]3[CH:27]=[CH:26][CH:25]=[CH:24][C:20]=3[C:21]([OH:23])=[O:22])=[CH:9][CH:10]=2)[NH:14]1. (4) Given the reactants [CH3:1][O:2][C:3]1[CH:8]=[CH:7][C:6]([OH:9])=[CH:5][CH:4]=1.[CH2:10]([O:12][C:13](=[O:16])[CH2:14]Br)[CH3:11], predict the reaction product. The product is: [CH2:10]([O:12][C:13](=[O:16])[CH2:14][O:9][C:6]1[CH:7]=[CH:8][C:3]([O:2][CH3:1])=[CH:4][CH:5]=1)[CH3:11]. (5) Given the reactants [NH2:1][S:2]([C:5]1[CH:10]=[CH:9][C:8]([NH:11][C@@H:12]([CH2:17][S:18][C:19]2[CH:24]=[CH:23][CH:22]=[CH:21][CH:20]=2)[CH2:13][C:14](O)=[O:15])=[C:7]([N+:25]([O-:27])=[O:26])[CH:6]=1)(=[O:4])=[O:3].B.CO.Cl, predict the reaction product. The product is: [OH:15][CH2:14][CH2:13][C@@H:12]([NH:11][C:8]1[CH:9]=[CH:10][C:5]([S:2]([NH2:1])(=[O:4])=[O:3])=[CH:6][C:7]=1[N+:25]([O-:27])=[O:26])[CH2:17][S:18][C:19]1[CH:20]=[CH:21][CH:22]=[CH:23][CH:24]=1.